This data is from Full USPTO retrosynthesis dataset with 1.9M reactions from patents (1976-2016). The task is: Predict the reactants needed to synthesize the given product. (1) Given the product [CH3:15][C:14]1[CH:16]=[CH:17][C:11]([S:8]([O:7][CH:3]2[CH2:4][CH2:5][CH2:6][CH:2]2[CH3:1])(=[O:10])=[O:9])=[CH:12][CH:13]=1, predict the reactants needed to synthesize it. The reactants are: [CH3:1][CH:2]1[CH2:6][CH2:5][CH2:4][CH:3]1[OH:7].[S:8](Cl)([C:11]1[CH:17]=[CH:16][C:14]([CH3:15])=[CH:13][CH:12]=1)(=[O:10])=[O:9]. (2) Given the product [N:1]([C:2]1[C:10]2[O:9][CH2:8][CH2:7][C:6]=2[CH:5]=[C:4]([S:11]([NH2:14])(=[O:13])=[O:12])[CH:3]=1)=[C:29]=[S:30], predict the reactants needed to synthesize it. The reactants are: [NH2:1][C:2]1[C:10]2[O:9][CH2:8][CH2:7][C:6]=2[CH:5]=[C:4]([S:11]([NH2:14])(=[O:13])=[O:12])[CH:3]=1.C(OC1C=CC(C(N)=O)=CC=1N=[C:29]=[S:30])(C)C. (3) The reactants are: [Cl:1][C:2]1[CH:3]=[CH:4][C:5]2[CH:9]=[C:8]([S:10]([N:13]3[CH2:18][CH2:17][N:16]([CH2:19][CH:20]4[CH2:25][CH2:24][NH:23][CH2:22][CH2:21]4)[C:15](=[O:26])[CH2:14]3)(=[O:12])=[O:11])[S:7][C:6]=2[CH:27]=1.Cl[C:29]1[CH:37]=[CH:36][C:32]([C:33](N)=[O:34])=[CH:31][N:30]=1.C(N(C(C)C)CC)(C)C.C([OH:51])CCC. Given the product [Cl:1][C:2]1[CH:3]=[CH:4][C:5]2[CH:9]=[C:8]([S:10]([N:13]3[CH2:18][CH2:17][N:16]([CH2:19][CH:20]4[CH2:21][CH2:22][N:23]([C:29]5[CH:37]=[CH:36][C:32]([C:33]([OH:51])=[O:34])=[CH:31][N:30]=5)[CH2:24][CH2:25]4)[C:15](=[O:26])[CH2:14]3)(=[O:12])=[O:11])[S:7][C:6]=2[CH:27]=1, predict the reactants needed to synthesize it. (4) Given the product [F:1][C:2]1[CH:3]=[CH:4][C:5]([N:8]2[C:11](=[O:12])[C@H:10]([S:13][CH2:14][CH:15]([C:17]3[CH:18]=[CH:19][C:20]([F:23])=[CH:21][CH:22]=3)[OH:16])[C@H:9]2[C:24]2[CH:25]=[CH:26][C:27]([O:28][CH2:29][C:30]([NH:32][CH2:33][C:34]([NH:68][C@@H:69]([CH2:70][OH:71])[C:72]([CH3:75])([CH3:74])[CH3:73])=[O:35])=[O:31])=[CH:37][CH:38]=2)=[CH:6][CH:7]=1, predict the reactants needed to synthesize it. The reactants are: [F:1][C:2]1[CH:7]=[CH:6][C:5]([N:8]2[C:11](=[O:12])[C@H:10]([S:13][CH2:14][C:15]([C:17]3[CH:22]=[CH:21][C:20]([F:23])=[CH:19][CH:18]=3)=[O:16])[C@H:9]2[C:24]2[CH:38]=[CH:37][C:27]([O:28][CH2:29][C:30]([NH:32][CH2:33][C:34](O)=[O:35])=[O:31])=[CH:26][CH:25]=2)=[CH:4][CH:3]=1.CN1CCOCC1.CN(C(ON1N=NC2C=CC=CC1=2)=[N+](C)C)C.[B-](F)(F)(F)F.[NH2:68][C@H:69]([C:72]([CH3:75])([CH3:74])[CH3:73])[CH2:70][OH:71].[BH4-].[Na+]. (5) Given the product [CH3:1][O:2][C:3]1[CH:4]=[CH:5][C:6]([C:9]2[C:18]([C:19]3[CH:24]=[CH:23][C:22]([O:25][CH3:26])=[CH:21][CH:20]=3)=[CH:17][C:16]3[C:11](=[CH:12][CH:13]=[C:14]([C:27]([OH:29])=[O:28])[CH:15]=3)[N:10]=2)=[CH:7][CH:8]=1, predict the reactants needed to synthesize it. The reactants are: [CH3:1][O:2][C:3]1[CH:8]=[CH:7][C:6]([C:9]2[C:18]([C:19]3[CH:24]=[CH:23][C:22]([O:25][CH3:26])=[CH:21][CH:20]=3)=[CH:17][C:16]3[C:11](=[CH:12][CH:13]=[C:14]([C:27]([O:29]CC)=[O:28])[CH:15]=3)[N:10]=2)=[CH:5][CH:4]=1.[OH-].[Na+].